The task is: Predict the product of the given reaction.. This data is from Forward reaction prediction with 1.9M reactions from USPTO patents (1976-2016). (1) Given the reactants [Br:1][C:2]1[CH:7]=[CH:6][CH:5]=[C:4]([CH:8]([N:17]=[C:18]=[S:19])[C:9]2[CH:14]=[CH:13][C:12](OC)=[CH:11][CH:10]=2)[CH:3]=1.[C:20](=[S:22])=[S:21].[CH3:23]C(C)([O-])C.[K+].[OH2:29], predict the reaction product. The product is: [Br:1][C:2]1[CH:3]=[C:4]([C:8]2([C:9]3[CH:14]=[CH:13][C:12]([O:29][CH3:23])=[CH:11][CH:10]=3)[C:20](=[S:22])[S:21][C:18](=[S:19])[NH:17]2)[CH:5]=[CH:6][CH:7]=1. (2) Given the reactants COC1N=CC(N2C[CH2:13][CH:12]([N:15]3[CH2:19][CH2:18][C@@H:17]([NH:20][C:21](=[O:36])[CH2:22][NH:23][C:24](=[O:35])[C:25]4[CH:30]=[CH:29][CH:28]=[C:27]([C:31]([F:34])([F:33])[F:32])[CH:26]=4)[CH2:16]3)[CH2:11]C2)=CC=1.[CH3:37][CH:38]1CC(=O)C[CH2:40][O:39]1.COC1N=CC(N2CCC(=O)CC2)=CC=1, predict the reaction product. The product is: [CH3:37][CH:38]1[CH2:11][CH:12]([N:15]2[CH2:19][CH2:18][C@@H:17]([NH:20][C:21](=[O:36])[CH2:22][NH:23][C:24](=[O:35])[C:25]3[CH:30]=[CH:29][CH:28]=[C:27]([C:31]([F:32])([F:33])[F:34])[CH:26]=3)[CH2:16]2)[CH2:13][CH2:40][O:39]1. (3) Given the reactants CS([C:5]1[S:9][C:8]([C:10]2[CH:18]=[CH:17][C:13]3[CH:14]=[N:15][S:16][C:12]=3[CH:11]=2)=[N:7][N:6]=1)(=O)=O.C([O-])(=O)C.[NH4+:23].CO, predict the reaction product. The product is: [S:16]1[C:12]2[CH:11]=[C:10]([C:8]3[S:9][C:5]([NH2:23])=[N:6][N:7]=3)[CH:18]=[CH:17][C:13]=2[CH:14]=[N:15]1. (4) Given the reactants Br[C:2]1[CH:3]=[C:4]([N:9]([CH3:16])[C:10]2[CH:11]=[N:12][CH:13]=[N:14][CH:15]=2)[CH:5]=[C:6]([Cl:8])[CH:7]=1.[Cl:17][C:18]1[CH:19]=[C:20]([CH:24]=[CH:25][CH:26]=1)[C:21]([NH2:23])=[O:22].CC([O-])(C)C.[Na+].CC1(C)C2C(=C(P(C3C=CC=CC=3)C3C=CC=CC=3)C=CC=2)OC2C(P(C3C=CC=CC=3)C3C=CC=CC=3)=CC=CC1=2, predict the reaction product. The product is: [Cl:17][C:18]1[CH:19]=[C:20]([CH:24]=[CH:25][CH:26]=1)[C:21]([NH:23][C:2]1[CH:3]=[C:4]([N:9]([CH3:16])[C:10]2[CH:11]=[N:12][CH:13]=[N:14][CH:15]=2)[CH:5]=[C:6]([Cl:8])[CH:7]=1)=[O:22]. (5) Given the reactants [CH:1]([N:4]([CH:8]([CH3:10])[CH3:9])[C:5](Cl)=[O:6])([CH3:3])[CH3:2].[Cl:11][C:12]1[C:13]([O:22][C:23]2[CH:27]=[C:26]([CH3:28])[NH:25][N:24]=2)=[N:14][CH:15]=[C:16]([C:18]([F:21])([F:20])[F:19])[CH:17]=1.Cl, predict the reaction product. The product is: [CH:1]([N:4]([CH:8]([CH3:10])[CH3:9])[C:5]([N:25]1[C:26]([CH3:28])=[CH:27][C:23]([O:22][C:13]2[C:12]([Cl:11])=[CH:17][C:16]([C:18]([F:21])([F:20])[F:19])=[CH:15][N:14]=2)=[N:24]1)=[O:6])([CH3:3])[CH3:2].